Dataset: NCI-60 drug combinations with 297,098 pairs across 59 cell lines. Task: Regression. Given two drug SMILES strings and cell line genomic features, predict the synergy score measuring deviation from expected non-interaction effect. Drug 1: CC1=C(C(=CC=C1)Cl)NC(=O)C2=CN=C(S2)NC3=CC(=NC(=N3)C)N4CCN(CC4)CCO. Drug 2: C1CC(=O)NC(=O)C1N2C(=O)C3=CC=CC=C3C2=O. Cell line: NCI-H322M. Synergy scores: CSS=2.18, Synergy_ZIP=0.352, Synergy_Bliss=1.75, Synergy_Loewe=3.18, Synergy_HSA=0.480.